From a dataset of NCI-60 drug combinations with 297,098 pairs across 59 cell lines. Regression. Given two drug SMILES strings and cell line genomic features, predict the synergy score measuring deviation from expected non-interaction effect. (1) Drug 1: C1=CC(=C2C(=C1NCCNCCO)C(=O)C3=C(C=CC(=C3C2=O)O)O)NCCNCCO. Drug 2: C1=NC2=C(N=C(N=C2N1C3C(C(C(O3)CO)O)F)Cl)N. Cell line: UACC-257. Synergy scores: CSS=24.5, Synergy_ZIP=-6.04, Synergy_Bliss=-3.19, Synergy_Loewe=-4.75, Synergy_HSA=-2.85. (2) Drug 1: C1CC(=O)NC(=O)C1N2C(=O)C3=CC=CC=C3C2=O. Drug 2: C(CN)CNCCSP(=O)(O)O. Cell line: A549. Synergy scores: CSS=1.89, Synergy_ZIP=0.287, Synergy_Bliss=2.14, Synergy_Loewe=1.98, Synergy_HSA=2.03. (3) Drug 1: C1=C(C(=O)NC(=O)N1)F. Drug 2: CC12CCC3C(C1CCC2OP(=O)(O)O)CCC4=C3C=CC(=C4)OC(=O)N(CCCl)CCCl.[Na+]. Cell line: CCRF-CEM. Synergy scores: CSS=5.68, Synergy_ZIP=-13.7, Synergy_Bliss=-28.5, Synergy_Loewe=-36.7, Synergy_HSA=-26.8. (4) Drug 1: C1=CC(=CC=C1CCC2=CNC3=C2C(=O)NC(=N3)N)C(=O)NC(CCC(=O)O)C(=O)O. Drug 2: C(CC(=O)O)C(=O)CN.Cl. Cell line: SK-MEL-2. Synergy scores: CSS=11.4, Synergy_ZIP=-10.3, Synergy_Bliss=-10.9, Synergy_Loewe=-20.1, Synergy_HSA=-8.96. (5) Drug 1: C1CCC(CC1)NC(=O)N(CCCl)N=O. Drug 2: COCCOC1=C(C=C2C(=C1)C(=NC=N2)NC3=CC=CC(=C3)C#C)OCCOC.Cl. Cell line: HCC-2998. Synergy scores: CSS=4.10, Synergy_ZIP=2.14, Synergy_Bliss=3.71, Synergy_Loewe=-0.479, Synergy_HSA=-0.265. (6) Drug 1: CC12CCC(CC1=CCC3C2CCC4(C3CC=C4C5=CN=CC=C5)C)O. Drug 2: C1=NC2=C(N1)C(=S)N=CN2. Cell line: UACC62. Synergy scores: CSS=3.57, Synergy_ZIP=-10.8, Synergy_Bliss=-20.4, Synergy_Loewe=-32.7, Synergy_HSA=-20.1.